Task: Predict the reactants needed to synthesize the given product.. Dataset: Full USPTO retrosynthesis dataset with 1.9M reactions from patents (1976-2016) Given the product [CH2:1]([O:3][C:4]1[N:8]([CH2:9][C:10]2[CH:11]=[CH:12][C:13]([C:16]3[CH:21]=[CH:20][CH:19]=[CH:18][C:17]=3[C:22]3[NH:26][C:25](=[O:27])[O:24][N:23]=3)=[CH:14][CH:15]=2)[C:7]2[C:28]([C:32]([O:34][CH2:36][C:37]3[O:38][C:39](=[O:43])[O:40][C:41]=3[CH3:42])=[O:33])=[CH:29][CH:30]=[CH:31][C:6]=2[N:5]=1)[CH3:2], predict the reactants needed to synthesize it. The reactants are: [CH2:1]([O:3][C:4]1[N:8]([CH2:9][C:10]2[CH:15]=[CH:14][C:13]([C:16]3[CH:21]=[CH:20][CH:19]=[CH:18][C:17]=3[C:22]3[NH:26][C:25](=[O:27])[O:24][N:23]=3)=[CH:12][CH:11]=2)[C:7]2[C:28]([C:32]([OH:34])=[O:33])=[CH:29][CH:30]=[CH:31][C:6]=2[N:5]=1)[CH3:2].O[CH2:36][C:37]1[O:38][C:39](=[O:43])[O:40][C:41]=1[CH3:42].C1(C)C=CC(S(Cl)(=O)=O)=CC=1.C(=O)([O-])[O-].[K+].[K+].